This data is from Full USPTO retrosynthesis dataset with 1.9M reactions from patents (1976-2016). The task is: Predict the reactants needed to synthesize the given product. (1) Given the product [CH3:12][O:11][C:9]1[CH:10]=[C:5]([C:1]([CH3:4])([CH3:3])[CH3:2])[C:6]([O:17][CH2:25][CH2:26][O:27][CH2:28][CH2:29][O:30][CH3:31])=[CH:7][C:8]=1[C:13]([CH3:16])([CH3:15])[CH3:14], predict the reactants needed to synthesize it. The reactants are: [C:1]([C:5]1[CH:10]=[C:9]([O:11][CH3:12])[C:8]([C:13]([CH3:16])([CH3:15])[CH3:14])=[CH:7][C:6]=1[OH:17])([CH3:4])([CH3:3])[CH3:2].C(=O)([O-])[O-].[Cs+].[Cs+].Br[CH2:25][CH2:26][O:27][CH2:28][CH2:29][O:30][CH3:31]. (2) Given the product [NH2:20][C:17]1[CH:16]=[CH:15][C:14]([C:5]2[C:4]3[C:9](=[CH:10][C:11]([CH3:12])=[C:2]([Br:1])[C:3]=3[CH3:23])[O:8][C:7](=[O:13])[CH:6]=2)=[CH:19][CH:18]=1, predict the reactants needed to synthesize it. The reactants are: [Br:1][C:2]1[C:3]([CH3:23])=[C:4]2[C:9](=[CH:10][C:11]=1[CH3:12])[O:8][C:7](=[O:13])[CH:6]=[C:5]2[C:14]1[CH:19]=[CH:18][C:17]([N+:20]([O-])=O)=[CH:16][CH:15]=1. (3) Given the product [O:5]=[C:4]([C:6]1[CH:10]([C:11]2[CH:16]=[CH:15][CH:14]=[CH:13][C:12]=2[O:17][CH3:18])[N:9]([C:19]2[CH:24]=[CH:23][C:22]([C:25]3[CH:29]=[CH:28][O:27][N:26]=3)=[CH:21][CH:20]=2)[C:8](=[O:30])[C:7]=1[OH:31])[C:3](=[O:2])[CH3:32], predict the reactants needed to synthesize it. The reactants are: C[O:2][C:3](OC)([CH3:32])[C:4]([C:6]1[CH:10]([C:11]2[CH:16]=[CH:15][CH:14]=[CH:13][C:12]=2[O:17][CH3:18])[N:9]([C:19]2[CH:24]=[CH:23][C:22]([C:25]3[CH:29]=[CH:28][O:27][N:26]=3)=[CH:21][CH:20]=2)[C:8](=[O:30])[C:7]=1[OH:31])=[O:5].C(O)(=O)C. (4) Given the product [C:26]([NH:29][C:51]([C:50]1[C:44]2[C:45](=[N:46][CH:47]=[C:42]([C:35]3[C:34]4[C:38](=[CH:39][CH:40]=[C:32]([O:31][CH3:30])[CH:33]=4)[N:37]([CH3:41])[N:36]=3)[N:43]=2)[N:48]([CH2:54][O:55][CH2:56][CH2:57][Si:58]([CH3:59])([CH3:61])[CH3:60])[CH:49]=1)=[O:52])([CH3:28])([CH3:27])[CH3:25], predict the reactants needed to synthesize it. The reactants are: CN(C(ON1N=NC2C=CC=NC1=2)=[N+](C)C)C.F[P-](F)(F)(F)(F)F.[CH3:25][C:26]([NH2:29])([CH3:28])[CH3:27].[CH3:30][O:31][C:32]1[CH:33]=[C:34]2[C:38](=[CH:39][CH:40]=1)[N:37]([CH3:41])[N:36]=[C:35]2[C:42]1[N:43]=[C:44]2[C:50]([C:51](O)=[O:52])=[CH:49][N:48]([CH2:54][O:55][CH2:56][CH2:57][Si:58]([CH3:61])([CH3:60])[CH3:59])[C:45]2=[N:46][CH:47]=1.